From a dataset of Peptide-MHC class I binding affinity with 185,985 pairs from IEDB/IMGT. Regression. Given a peptide amino acid sequence and an MHC pseudo amino acid sequence, predict their binding affinity value. This is MHC class I binding data. (1) The MHC is HLA-A33:01 with pseudo-sequence HLA-A33:01. The binding affinity (normalized) is 0.286. The peptide sequence is TTSLFLHLV. (2) The peptide sequence is SVFEGIRAY. The MHC is HLA-B45:06 with pseudo-sequence HLA-B45:06. The binding affinity (normalized) is 0.213.